From a dataset of Reaction yield outcomes from USPTO patents with 853,638 reactions. Predict the reaction yield, written as a fraction of the theoretical maximum amount of product (1.0 means a 100% yield; for example, 0.34 means a 34% yield). (1) The reactants are Cl.[OH:2][C:3]1[CH:12]=[C:11]2[C:6]([CH2:7][C@@H:8]([C:13]([O:15][CH3:16])=[O:14])[NH:9][CH2:10]2)=[CH:5][CH:4]=1.[C:17]([Si:21](Cl)([CH3:23])[CH3:22])([CH3:20])([CH3:19])[CH3:18]. No catalyst specified. The product is [Si:21]([O:2][C:3]1[CH:12]=[C:11]2[C:6]([CH2:7][C@@H:8]([C:13]([O:15][CH3:16])=[O:14])[NH:9][CH2:10]2)=[CH:5][CH:4]=1)([C:17]([CH3:20])([CH3:19])[CH3:18])([CH3:23])[CH3:22]. The yield is 0.870. (2) The reactants are Cl[C:2]1[CH:3]=[CH:4][C:5]2[N:11]3[CH2:12][C@H:8]([CH2:9][CH2:10]3)[NH:7][C:6]=2[N:13]=1.[CH3:14][C:15]1([CH3:21])[O:20][CH2:19][CH2:18][NH:17][CH2:16]1.CC([O-])(C)C.[K+]. The catalyst is COCCOC. The product is [CH3:14][C:15]1([CH3:21])[O:20][CH2:19][CH2:18][N:17]([C:2]2[CH:3]=[CH:4][C:5]3[N:11]4[CH2:12][C@H:8]([CH2:9][CH2:10]4)[NH:7][C:6]=3[N:13]=2)[CH2:16]1. The yield is 0.523.